From a dataset of Full USPTO retrosynthesis dataset with 1.9M reactions from patents (1976-2016). Predict the reactants needed to synthesize the given product. (1) Given the product [CH:1]1([CH2:4][O:5][C:6]2[CH:11]=[CH:10][C:9]([C:12]3[O:13][C:14]4[CH:20]=[C:19]([O:21][CH2:27][C@@H:26]([NH:28][C:29](=[O:35])[O:30][C:31]([CH3:32])([CH3:34])[CH3:33])[CH3:25])[CH:18]=[C:17]([F:22])[C:15]=4[N:16]=3)=[CH:8][C:7]=2[F:23])[CH2:2][CH2:3]1, predict the reactants needed to synthesize it. The reactants are: [CH:1]1([CH2:4][O:5][C:6]2[CH:11]=[CH:10][C:9]([C:12]3[O:13][C:14]4[CH:20]=[C:19]([OH:21])[CH:18]=[C:17]([F:22])[C:15]=4[N:16]=3)=[CH:8][C:7]=2[F:23])[CH2:3][CH2:2]1.O[CH2:25][C@@H:26]([NH:28][C:29](=[O:35])[O:30][C:31]([CH3:34])([CH3:33])[CH3:32])[CH3:27].C1(P(C2C=CC=CC=2)C2C=CC=CC=2)C=CC=CC=1.C1(C)C=CC=CC=1.N(C(OC(C)C)=O)=NC(OC(C)C)=O. (2) The reactants are: Cl.NO.[OH-].[Na+].[F:6][C:7]1[CH:47]=[CH:46][C:10]([O:11][C:12]2[CH:17]=[CH:16][C:15]([S:18]([N:21]3[CH2:30][CH2:29][C:28]4[C:23](=[CH:24][CH:25]=[C:26]([O:31][CH2:32][CH2:33][CH2:34][N:35]5[CH2:40][CH2:39][N:38]([CH3:41])[CH2:37][CH2:36]5)[CH:27]=4)[CH:22]3[C:42]([O:44]C)=[O:43])(=[O:20])=[O:19])=[CH:14][CH:13]=2)=[CH:9][CH:8]=1.Cl. Given the product [F:6][C:7]1[CH:8]=[CH:9][C:10]([O:11][C:12]2[CH:17]=[CH:16][C:15]([S:18]([N:21]3[CH2:30][CH2:29][C:28]4[C:23](=[CH:24][CH:25]=[C:26]([O:31][CH2:32][CH2:33][CH2:34][N:35]5[CH2:36][CH2:37][N:38]([CH3:41])[CH2:39][CH2:40]5)[CH:27]=4)[CH:22]3[C:42]([OH:44])=[O:43])(=[O:19])=[O:20])=[CH:14][CH:13]=2)=[CH:46][CH:47]=1, predict the reactants needed to synthesize it. (3) Given the product [CH:13]1([C:2]2[CH:3]=[C:4]([OH:11])[C:5](=[O:8])[NH:6][CH:7]=2)[CH2:18][CH2:17][CH2:16][CH2:15][CH2:14]1, predict the reactants needed to synthesize it. The reactants are: Br[C:2]1[CH:3]=[C:4]([O:11]C)[C:5]([O:8]CC)=[N:6][CH:7]=1.[C:13]1(B(O)O)[CH2:18][CH2:17][CH2:16][CH2:15][CH:14]=1.C([O-])([O-])=O.[K+].[K+].